From a dataset of Tyrosyl-DNA phosphodiesterase HTS with 341,365 compounds. Binary Classification. Given a drug SMILES string, predict its activity (active/inactive) in a high-throughput screening assay against a specified biological target. (1) The result is 0 (inactive). The molecule is O=C1N(c2c(C(=NC1)c1ccccc1)cccc2)Cc1cc(ccc1)C. (2) The result is 0 (inactive). The molecule is O=C(N1CCC(CC1)C(=O)N)CC1(CCCCC1)CC(O)=O. (3) The molecule is S(=O)(=O)(Nc1cc2[nH]ncc2cc1)c1c(OC)ccc(c1)C(O)=O. The result is 0 (inactive). (4) The compound is O=C(Nc1c2ncccc2ccc1)c1ccccc1. The result is 0 (inactive). (5) The molecule is O=C(Nc1c(cccc1C)C)C1N(CCCC1)CCCC. The result is 0 (inactive).